From a dataset of Reaction yield outcomes from USPTO patents with 853,638 reactions. Predict the reaction yield, written as a fraction of the theoretical maximum amount of product (1.0 means a 100% yield; for example, 0.34 means a 34% yield). The reactants are [Br:1][C:2]1[CH:7]=[CH:6][C:5]([CH:8](Br)[CH3:9])=[CH:4][CH:3]=1.[NH:11]1[CH:15]=[CH:14][N:13]=[C:12]1[CH2:16][OH:17].C([O-])([O-])=O.[K+].[K+]. The catalyst is CC(C)=O. The product is [Br:1][C:2]1[CH:7]=[CH:6][C:5]([CH:8]([N:11]2[CH:15]=[CH:14][N:13]=[C:12]2[CH2:16][OH:17])[CH3:9])=[CH:4][CH:3]=1. The yield is 0.400.